Dataset: Forward reaction prediction with 1.9M reactions from USPTO patents (1976-2016). Task: Predict the product of the given reaction. Given the reactants C([N:8]1[C:12]2[CH:13]=[CH:14][C:15]([NH:17][CH2:18][C:19]3[CH:24]=[CH:23][C:22]([O:25][CH3:26])=[CH:21][CH:20]=3)=[CH:16][C:11]=2[N:10]=[CH:9]1)(OC(C)(C)C)=O.C([O-])([O-])=O.[K+].[K+].[CH:33]1[C:42]2[C:37](=[CH:38][CH:39]=[CH:40][CH:41]=2)[CH:36]=[CH:35][C:34]=1[CH2:43]Br, predict the reaction product. The product is: [CH3:26][O:25][C:22]1[CH:21]=[CH:20][C:19]([CH2:18][N:17]([CH2:43][C:34]2[CH:35]=[CH:36][C:37]3[C:42](=[CH:41][CH:40]=[CH:39][CH:38]=3)[CH:33]=2)[C:15]2[CH:14]=[CH:13][C:12]3[N:8]=[CH:9][NH:10][C:11]=3[CH:16]=2)=[CH:24][CH:23]=1.